Predict the reaction yield, written as a fraction of the theoretical maximum amount of product (1.0 means a 100% yield; for example, 0.34 means a 34% yield). From a dataset of Reaction yield outcomes from USPTO patents with 853,638 reactions. The reactants are [C:1]([O:5][C:6]([N:8]1[CH2:13][CH2:12][CH2:11][CH:10]([C:14](=[NH:17])[NH:15][OH:16])[CH2:9]1)=[O:7])([CH3:4])([CH3:3])[CH3:2].[F:18][C:19]1[CH:27]=[CH:26][CH:25]=[CH:24][C:20]=1[C:21](O)=O.C1C=CC2N(O)N=NC=2C=1.CCN=C=NCCCN(C)C.Cl.C(N(CC)CC)C. The catalyst is O1CCOCC1. The product is [C:1]([O:5][C:6]([N:8]1[CH2:13][CH2:12][CH2:11][CH:10]([C:14]2[N:17]=[C:21]([C:20]3[CH:24]=[CH:25][CH:26]=[CH:27][C:19]=3[F:18])[O:16][N:15]=2)[CH2:9]1)=[O:7])([CH3:4])([CH3:2])[CH3:3]. The yield is 0.350.